Dataset: Full USPTO retrosynthesis dataset with 1.9M reactions from patents (1976-2016). Task: Predict the reactants needed to synthesize the given product. (1) Given the product [CH2:27]([O:34][C:35]1[CH:59]=[CH:58][C:57]([O:60][CH2:61][CH2:62][CH:17]2[CH2:18][CH2:19][N:14]([C:12]([O:11][C:7]([CH3:10])([CH3:8])[CH3:9])=[O:13])[CH2:15][CH2:16]2)=[CH:56][C:36]=1[C:37](=[O:38])[NH:39][C:40]1[CH:49]=[C:48]([C:50]2[CH:55]=[CH:54][CH:53]=[CH:52][CH:51]=2)[CH:47]=[CH:46][C:41]=1[C:42]([O:44][CH3:45])=[O:43])[C:28]1[CH:33]=[CH:32][CH:31]=[CH:30][CH:29]=1, predict the reactants needed to synthesize it. The reactants are: C(=O)([O-])[O-].[K+].[K+].[C:7]([O:11][C:12]([N:14]1[CH2:19][CH2:18][CH2:17][CH2:16][CH2:15]1)=[O:13])([CH3:10])([CH3:9])[CH3:8].CN1CCCC1=O.[CH2:27]([O:34][C:35]1[CH:59]=[CH:58][C:57]([O:60][CH2:61][CH2:62]Br)=[CH:56][C:36]=1[C:37]([NH:39][C:40]1[CH:49]=[C:48]([C:50]2[CH:55]=[CH:54][CH:53]=[CH:52][CH:51]=2)[CH:47]=[CH:46][C:41]=1[C:42]([O:44][CH3:45])=[O:43])=[O:38])[C:28]1[CH:33]=[CH:32][CH:31]=[CH:30][CH:29]=1. (2) Given the product [Cl:1][C:2]1[CH:3]=[CH:4][C:5]([N:8]2[C:12]([C:13]3[CH:18]=[CH:17][CH:16]=[C:15]([F:19])[CH:14]=3)=[CH:11][C:10]([C:20]([N:46]3[CH2:50][C:49](=[O:51])[NH:48][CH2:47]3)=[O:22])=[N:9]2)=[CH:6][CH:7]=1, predict the reactants needed to synthesize it. The reactants are: [Cl:1][C:2]1[CH:7]=[CH:6][C:5]([N:8]2[C:12]([C:13]3[CH:18]=[CH:17][CH:16]=[C:15]([F:19])[CH:14]=3)=[CH:11][C:10]([C:20]([OH:22])=O)=[N:9]2)=[CH:4][CH:3]=1.ClC1C=C(N2C(C3C=C(F)C=C(Cl)C=3)=CC(C([N:46]3[CH2:50][C:49](=[O:51])[NH:48][CH2:47]3)=O)=N2)C=CC=1F. (3) Given the product [F:45][C:46]1[C:51]([O:52][CH3:53])=[CH:50][CH:49]=[CH:48][C:47]=1[C:10]1[CH:11]=[C:12]2[C:16](=[CH:17][CH:18]=1)[N:15]([CH:19]1[CH2:24][CH2:23][CH2:22][CH2:21][O:20]1)[N:14]=[C:13]2[C:25]1[N:30]=[C:29]([N:31]2[CH2:32][CH2:33][CH:34]([NH:37][C:38](=[O:44])[O:39][C:40]([CH3:41])([CH3:42])[CH3:43])[CH2:35][CH2:36]2)[CH:28]=[N:27][CH:26]=1, predict the reactants needed to synthesize it. The reactants are: P([O-])([O-])([O-])=O.[K+].[K+].[K+].Br[C:10]1[CH:11]=[C:12]2[C:16](=[CH:17][CH:18]=1)[N:15]([CH:19]1[CH2:24][CH2:23][CH2:22][CH2:21][O:20]1)[N:14]=[C:13]2[C:25]1[N:30]=[C:29]([N:31]2[CH2:36][CH2:35][CH:34]([NH:37][C:38](=[O:44])[O:39][C:40]([CH3:43])([CH3:42])[CH3:41])[CH2:33][CH2:32]2)[CH:28]=[N:27][CH:26]=1.[F:45][C:46]1[C:51]([O:52][CH3:53])=[CH:50][CH:49]=[CH:48][C:47]=1B(O)O. (4) Given the product [C:4]([C:3]1[CH:6]=[CH:7][C:8]([N+:10]([O-:12])=[O:11])=[CH:9][C:2]=1[O:1][CH2:20][CH2:21][NH:22][C:23](=[O:29])[O:24][C:25]([CH3:28])([CH3:27])[CH3:26])#[N:5], predict the reactants needed to synthesize it. The reactants are: [OH:1][C:2]1[CH:9]=[C:8]([N+:10]([O-:12])=[O:11])[CH:7]=[CH:6][C:3]=1[C:4]#[N:5].C([O-])([O-])=O.[Cs+].[Cs+].Br[CH2:20][CH2:21][NH:22][C:23](=[O:29])[O:24][C:25]([CH3:28])([CH3:27])[CH3:26].